Dataset: Peptide-MHC class I binding affinity with 185,985 pairs from IEDB/IMGT. Task: Regression. Given a peptide amino acid sequence and an MHC pseudo amino acid sequence, predict their binding affinity value. This is MHC class I binding data. (1) The peptide sequence is KSDLQPPNY. The MHC is HLA-A31:01 with pseudo-sequence HLA-A31:01. The binding affinity (normalized) is 0.0847. (2) The peptide sequence is FQWMGYEL. The MHC is Mamu-A07 with pseudo-sequence Mamu-A07. The binding affinity (normalized) is 0.135. (3) The peptide sequence is DIVRVFNEY. The MHC is HLA-A26:01 with pseudo-sequence HLA-A26:01. The binding affinity (normalized) is 0.524. (4) The peptide sequence is KNMYELQKL. The MHC is Mamu-B8301 with pseudo-sequence Mamu-B8301. The binding affinity (normalized) is 0.193. (5) The peptide sequence is YEAMYTPHT. The MHC is HLA-B44:02 with pseudo-sequence HLA-B44:02. The binding affinity (normalized) is 0.0766. (6) The peptide sequence is IRFPKTFGY. The MHC is Mamu-A11 with pseudo-sequence Mamu-A11. The binding affinity (normalized) is 0.247. (7) The peptide sequence is ATLMKTSCSK. The MHC is HLA-B53:01 with pseudo-sequence HLA-B53:01. The binding affinity (normalized) is 0. (8) The binding affinity (normalized) is 0.0847. The MHC is HLA-A68:02 with pseudo-sequence HLA-A68:02. The peptide sequence is EFKQILTDF.